Task: Predict the product of the given reaction.. Dataset: Forward reaction prediction with 1.9M reactions from USPTO patents (1976-2016) (1) Given the reactants [C:1]([C:8]([NH2:15])([OH:14])[CH2:9][CH2:10][CH2:11][CH2:12][OH:13])([O:3][C:4]([CH3:7])([CH3:6])[CH3:5])=[O:2].[OH:16][C:17]([CH:19]([C:21]1[CH:34]=[CH:33][CH:32]=[C:23]([C:24]([C:26]2[CH:31]=[CH:30][CH:29]=[CH:28][CH:27]=2)=[O:25])[CH:22]=1)[CH3:20])=[O:18].CCN=C=NCCCN(C)C.Cl, predict the reaction product. The product is: [C:1]([C:8]([NH2:15])([OH:14])[CH2:9][CH2:10][CH2:11][CH2:12][OH:13])([O:3][C:4]([CH3:6])([CH3:7])[CH3:5])=[O:2].[OH:18][C:17]([CH:19]([C:21]1[CH:34]=[CH:33][CH:32]=[C:23]([C:24]([C:26]2[CH:27]=[CH:28][CH:29]=[CH:30][CH:31]=2)=[O:25])[CH:22]=1)[CH3:20])=[O:16]. (2) Given the reactants [Br:1][C:2]1[C:3]([CH3:12])=[C:4]([CH:7]=[C:8]([CH3:11])[C:9]=1[CH3:10])C=O.O.C1(C)C=CC(S(O)(=O)=[O:21])=CC=1.OO.S([O-])([O-])=O.[Na+].[Na+], predict the reaction product. The product is: [Br:1][C:2]1[C:3]([CH3:12])=[C:4]([OH:21])[CH:7]=[C:8]([CH3:11])[C:9]=1[CH3:10].